This data is from NCI-60 drug combinations with 297,098 pairs across 59 cell lines. The task is: Regression. Given two drug SMILES strings and cell line genomic features, predict the synergy score measuring deviation from expected non-interaction effect. Drug 1: CS(=O)(=O)C1=CC(=C(C=C1)C(=O)NC2=CC(=C(C=C2)Cl)C3=CC=CC=N3)Cl. Drug 2: COCCOC1=C(C=C2C(=C1)C(=NC=N2)NC3=CC=CC(=C3)C#C)OCCOC.Cl. Cell line: SK-MEL-2. Synergy scores: CSS=2.94, Synergy_ZIP=3.52, Synergy_Bliss=10.7, Synergy_Loewe=2.79, Synergy_HSA=5.55.